From a dataset of NCI-60 drug combinations with 297,098 pairs across 59 cell lines. Regression. Given two drug SMILES strings and cell line genomic features, predict the synergy score measuring deviation from expected non-interaction effect. (1) Drug 1: CC1C(C(=O)NC(C(=O)N2CCCC2C(=O)N(CC(=O)N(C(C(=O)O1)C(C)C)C)C)C(C)C)NC(=O)C3=C4C(=C(C=C3)C)OC5=C(C(=O)C(=C(C5=N4)C(=O)NC6C(OC(=O)C(N(C(=O)CN(C(=O)C7CCCN7C(=O)C(NC6=O)C(C)C)C)C)C(C)C)C)N)C. Drug 2: C#CCC(CC1=CN=C2C(=N1)C(=NC(=N2)N)N)C3=CC=C(C=C3)C(=O)NC(CCC(=O)O)C(=O)O. Cell line: T-47D. Synergy scores: CSS=4.14, Synergy_ZIP=1.19, Synergy_Bliss=3.43, Synergy_Loewe=-2.14, Synergy_HSA=-1.92. (2) Drug 1: COC1=C(C=C2C(=C1)N=CN=C2NC3=CC(=C(C=C3)F)Cl)OCCCN4CCOCC4. Drug 2: C1CNP(=O)(OC1)N(CCCl)CCCl. Cell line: HCT116. Synergy scores: CSS=6.07, Synergy_ZIP=-1.49, Synergy_Bliss=-1.60, Synergy_Loewe=-0.162, Synergy_HSA=-0.535.